Dataset: Full USPTO retrosynthesis dataset with 1.9M reactions from patents (1976-2016). Task: Predict the reactants needed to synthesize the given product. (1) The reactants are: [OH-].[Na+].[O:3]1[CH2:7][CH2:6][CH:5]([C:8]([OH:10])=O)[CH2:4]1.S(Cl)(Cl)=O.C(N(CC)CC)C.[CH2:22]([N:29]1[CH2:30][N:29]([CH2:22][C:23]2[CH:28]=[CH:27][CH:26]=[CH:25][CH:24]=2)[CH2:30][N:29]([CH2:22][C:23]2[CH:28]=[CH:27][CH:26]=[CH:25][CH:24]=2)[CH2:30]1)[C:23]1[CH:28]=[CH:27][CH:26]=[CH:25][CH:24]=1.C([O+]([B-](F)(F)F)CC)C. Given the product [CH2:22]([N:29]1[CH2:30][C:5]2([CH2:6][CH2:7][O:3][CH2:4]2)[C:8]1=[O:10])[C:23]1[CH:28]=[CH:27][CH:26]=[CH:25][CH:24]=1, predict the reactants needed to synthesize it. (2) Given the product [CH2:12]([NH:9][C:10]([NH:2][C:1](=[O:8])[O:3][C:4]([CH3:7])([CH3:6])[CH3:5])=[S:11])[CH3:13], predict the reactants needed to synthesize it. The reactants are: [C:1](=[O:8])([O:3][C:4]([CH3:7])([CH3:6])[CH3:5])[NH2:2].[N:9]([CH2:12][CH3:13])=[C:10]=[S:11].[H-].[Na+].